Dataset: Forward reaction prediction with 1.9M reactions from USPTO patents (1976-2016). Task: Predict the product of the given reaction. (1) Given the reactants FC(F)(F)S(O[C:7]1[C:15]2[N:14]=[C:13]([CH2:16][O:17][C:18]3[CH:23]=[CH:22][C:21]([Cl:24])=[CH:20][CH:19]=3)[N:12]([S:25]([C:28]([F:31])([F:30])[F:29])(=[O:27])=[O:26])[C:11]=2[CH:10]=[CH:9][CH:8]=1)(=O)=O.[Cl-].[Li+].[CH2:36]([Sn](CCCC)(CCCC)CCCC)[CH:37]=[CH2:38], predict the reaction product. The product is: [CH2:38]([C:7]1[C:15]2[N:14]=[C:13]([CH2:16][O:17][C:18]3[CH:23]=[CH:22][C:21]([Cl:24])=[CH:20][CH:19]=3)[N:12]([S:25]([C:28]([F:29])([F:31])[F:30])(=[O:26])=[O:27])[C:11]=2[CH:10]=[CH:9][CH:8]=1)[CH:37]=[CH2:36]. (2) The product is: [CH:13]([N:26]1[CH2:29][CH:28]([N:4]2[CH2:5][CH2:6][N:1]([C:7]3[N:8]=[CH:9][CH:10]=[CH:11][N:12]=3)[CH2:2][CH2:3]2)[CH2:27]1)([C:20]1[CH:21]=[CH:22][CH:23]=[CH:24][CH:25]=1)[C:14]1[CH:15]=[CH:16][CH:17]=[CH:18][CH:19]=1. Given the reactants [N:1]1([C:7]2[N:12]=[CH:11][CH:10]=[CH:9][N:8]=2)[CH2:6][CH2:5][NH:4][CH2:3][CH2:2]1.[CH:13]([N:26]1[CH2:29][CH:28](OS(C)(=O)=O)[CH2:27]1)([C:20]1[CH:25]=[CH:24][CH:23]=[CH:22][CH:21]=1)[C:14]1[CH:19]=[CH:18][CH:17]=[CH:16][CH:15]=1.CCN(C(C)C)C(C)C, predict the reaction product. (3) Given the reactants [C:1]([C:3]1[CH:4]=[C:5]2[N:11]=[C:10]([C:12]([C:14]3[C:22]([O:23][CH3:24])=[CH:21][C:20]([CH3:25])=[C:19]4[C:15]=3[CH:16]=[CH:17][N:18]4[C:26]([O:28][C:29]([CH3:32])([CH3:31])[CH3:30])=[O:27])=O)[N:9]([CH2:33][O:34][CH2:35][CH2:36][Si:37]([CH3:40])([CH3:39])[CH3:38])[C:6]2=[N:7][CH:8]=1)#[N:2].[CH3:41][Si:42]([CH3:50])([CH3:49])[CH2:43][CH2:44][S:45]([NH2:48])(=[O:47])=[O:46].[CH3:51][Mg]I.C1COCC1, predict the reaction product. The product is: [C:1]([C:3]1[CH:4]=[C:5]2[N:11]=[C:10]([C:12]([C:14]3[C:22]([O:23][CH3:24])=[CH:21][C:20]([CH3:25])=[C:19]4[C:15]=3[CH:16]=[CH:17][N:18]4[C:26]([O:28][C:29]([CH3:32])([CH3:31])[CH3:30])=[O:27])([NH:48][S:45]([CH2:44][CH2:43][Si:42]([CH3:50])([CH3:49])[CH3:41])(=[O:47])=[O:46])[CH3:51])[N:9]([CH2:33][O:34][CH2:35][CH2:36][Si:37]([CH3:39])([CH3:40])[CH3:38])[C:6]2=[N:7][CH:8]=1)#[N:2]. (4) Given the reactants N1[C:14]2[C:5](=[CH:6][CH:7]=[C:8]3[C:13]=2N=CC=C3)C=CC=1.C(=CC(C=CC1C=CC=CC=1)=O)C1C=CC=CC=1.C(=O)([O-])[O-].[Cs+].[Cs+].[NH:39]1[CH:43]=[C:42]([C:44]2[C:45]([C:50]3[CH:55]=[CH:54][CH:53]=[CH:52][CH:51]=3)=[N:46][O:47][C:48]=2[CH3:49])[N:41]=[CH:40]1.IC1C=CC=CC=1.[Cl-].[NH4+], predict the reaction product. The product is: [CH3:49][C:48]1[O:47][N:46]=[C:45]([C:50]2[CH:51]=[CH:52][CH:53]=[CH:54][CH:55]=2)[C:44]=1[C:42]1[N:41]=[CH:40][N:39]([C:5]2[CH:14]=[CH:13][CH:8]=[CH:7][CH:6]=2)[CH:43]=1. (5) Given the reactants Br[C:2]1[N:3]([C:7]2[N:16]=[CH:15][C:14]3[N:13]([CH3:17])[C:12](=[O:18])[C@@H:11]([CH2:19][CH3:20])[N:10]([CH:21]4[CH2:25][CH2:24][CH2:23][CH2:22]4)[C:9]=3[N:8]=2)[CH:4]=[CH:5][N:6]=1.C([Sn](CCCC)(CCCC)[C:31]1[S:32][CH:33]=[CH:34][N:35]=1)CCC, predict the reaction product. The product is: [CH:21]1([N:10]2[C:9]3[N:8]=[C:7]([N:3]4[CH:4]=[CH:5][N:6]=[C:2]4[C:31]4[S:32][CH:33]=[CH:34][N:35]=4)[N:16]=[CH:15][C:14]=3[N:13]([CH3:17])[C:12](=[O:18])[C@H:11]2[CH2:19][CH3:20])[CH2:25][CH2:24][CH2:23][CH2:22]1. (6) Given the reactants [CH2:1]([N:8]([CH2:13][C:14]1[CH:19]=[CH:18][CH:17]=[CH:16][CH:15]=1)[C@@H:9]([CH3:12])[CH2:10][OH:11])[C:2]1[CH:7]=[CH:6][CH:5]=[CH:4][CH:3]=1.C1N=CN([C:25]([N:27]2C=N[CH:29]=[CH:28]2)=[O:26])C=1.Br.[Br:33][CH2:34]CCN.C(N(CC)CC)C, predict the reaction product. The product is: [Br:33][CH2:34][CH2:29][CH2:28][NH:27][C:25](=[O:26])[O:11][CH2:10][C@@H:9]([N:8]([CH2:1][C:2]1[CH:3]=[CH:4][CH:5]=[CH:6][CH:7]=1)[CH2:13][C:14]1[CH:15]=[CH:16][CH:17]=[CH:18][CH:19]=1)[CH3:12]. (7) The product is: [Cl:27][C:19]1[N:18]=[C:17]([O:1][C@H:2]2[CH2:6][CH2:5][N:4]([C:7]([O:9][C:10]([CH3:13])([CH3:12])[CH3:11])=[O:8])[CH2:3]2)[C:26]2[C:21]([CH:20]=1)=[CH:22][CH:23]=[CH:24][CH:25]=2. Given the reactants [OH:1][C@H:2]1[CH2:6][CH2:5][N:4]([C:7]([O:9][C:10]([CH3:13])([CH3:12])[CH3:11])=[O:8])[CH2:3]1.[H-].[Na+].Cl[C:17]1[C:26]2[C:21](=[CH:22][CH:23]=[CH:24][CH:25]=2)[CH:20]=[C:19]([Cl:27])[N:18]=1, predict the reaction product.